This data is from CYP2D6 inhibition data for predicting drug metabolism from PubChem BioAssay. The task is: Regression/Classification. Given a drug SMILES string, predict its absorption, distribution, metabolism, or excretion properties. Task type varies by dataset: regression for continuous measurements (e.g., permeability, clearance, half-life) or binary classification for categorical outcomes (e.g., BBB penetration, CYP inhibition). Dataset: cyp2d6_veith. The molecule is CC(C)(C)Cn1nc(-c2ccc(Cl)cc2)c2c(N)ncnc21. The result is 0 (non-inhibitor).